The task is: Predict which catalyst facilitates the given reaction.. This data is from Catalyst prediction with 721,799 reactions and 888 catalyst types from USPTO. (1) Reactant: Br[CH2:2][C:3]1[CH:13]=[C:12]([C:14]([CH3:17])([CH3:16])[CH3:15])[CH:11]=[CH:10][C:4]=1[C:5]([O:7][CH2:8][CH3:9])=[O:6].[NH2:18][C:19]1[C:20]([CH3:48])=[C:21]([C:25]2[N:26]=[C:27]([NH:33][C:34]3[CH:39]=[CH:38][C:37]([C:40]([N:42]4[CH2:47][CH2:46][O:45][CH2:44][CH2:43]4)=[O:41])=[CH:36][CH:35]=3)[C:28](=[O:32])[N:29]([CH3:31])[CH:30]=2)[CH:22]=[CH:23][CH:24]=1.C(N(C(C)C)CC)(C)C.C([O-])([O-])=O.[Na+].[Na+]. Product: [C:14]([C:12]1[CH:11]=[CH:10][C:4]([C:5]([O:7][CH2:8][CH3:9])=[O:6])=[C:3]([CH2:2][NH:18][C:19]2[CH:24]=[CH:23][CH:22]=[C:21]([C:25]3[N:26]=[C:27]([NH:33][C:34]4[CH:35]=[CH:36][C:37]([C:40]([N:42]5[CH2:47][CH2:46][O:45][CH2:44][CH2:43]5)=[O:41])=[CH:38][CH:39]=4)[C:28](=[O:32])[N:29]([CH3:31])[CH:30]=3)[C:20]=2[CH3:48])[CH:13]=1)([CH3:17])([CH3:16])[CH3:15]. The catalyst class is: 14. (2) Reactant: O.[NH2:2][NH2:3].F[C:5]1[CH:12]=[CH:11][C:8]([C:9]#[N:10])=[CH:7][C:6]=1[CH3:13]. Product: [NH:2]([C:5]1[CH:12]=[CH:11][C:8]([C:9]#[N:10])=[CH:7][C:6]=1[CH3:13])[NH2:3]. The catalyst class is: 6.